This data is from Forward reaction prediction with 1.9M reactions from USPTO patents (1976-2016). The task is: Predict the product of the given reaction. Given the reactants [Cl:1][C:2]1[CH:3]=[C:4]([CH:8]=[C:9]([O:11][C:12]2[CH:13]=[N:14][CH:15]=[N:16][CH:17]=2)[CH:10]=1)[C:5]([OH:7])=[O:6].[OH-].[Na+].[CH3:20]O, predict the reaction product. The product is: [Cl:1][C:2]1[CH:3]=[C:4]([CH:8]=[C:9]([O:11][C:12]2[CH:17]=[N:16][CH:15]=[N:14][CH:13]=2)[CH:10]=1)[C:5]([O:7][CH3:20])=[O:6].